From a dataset of Full USPTO retrosynthesis dataset with 1.9M reactions from patents (1976-2016). Predict the reactants needed to synthesize the given product. (1) Given the product [Cl:1][C:2]1[CH:10]=[CH:9][C:8]2[N:7]([CH2:28][CH2:27][C:20]3[C:21]4[C:26](=[CH:25][CH:24]=[CH:23][CH:22]=4)[C:17]([CH3:16])=[N:18][CH:19]=3)[C:6]3[CH2:11][CH2:12][N:13]([CH3:15])[CH2:14][C:5]=3[C:4]=2[CH:3]=1, predict the reactants needed to synthesize it. The reactants are: [Cl:1][C:2]1[CH:10]=[CH:9][C:8]2[NH:7][C:6]3[CH2:11][CH2:12][N:13]([CH3:15])[CH2:14][C:5]=3[C:4]=2[CH:3]=1.[CH3:16][C:17]1[C:26]2[C:21](=[CH:22][CH:23]=[CH:24][CH:25]=2)[C:20]([CH:27]=[CH2:28])=[CH:19][N:18]=1.[OH-].[K+]. (2) Given the product [Cl:14][CH2:8][N:5]1[CH:6]=[CH:7][C:3]([C:2]([F:11])([F:10])[F:1])=[N:4]1, predict the reactants needed to synthesize it. The reactants are: [F:1][C:2]([F:11])([F:10])[C:3]1[CH:7]=[CH:6][N:5]([CH2:8]O)[N:4]=1.S(Cl)([Cl:14])=O. (3) Given the product [CH3:12][NH:5][C@H:4]([C:3]([OH:9])=[O:10])[CH:6]([CH3:8])[CH3:7], predict the reactants needed to synthesize it. The reactants are: CN[C:3](=[O:9])[C@H:4]([CH:6]([CH3:8])[CH3:7])[NH2:5].[OH-:10].[Na+].[CH3:12]C(C)=O. (4) Given the product [CH3:12][C:11]1[CH:15]=[CH:16][CH:8]=[CH:9][C:10]=1[C:8]1[CH:16]=[CH:15][C:11]([C:1]([OH:2])=[O:4])=[CH:10][CH:9]=1, predict the reactants needed to synthesize it. The reactants are: [C:1](=[O:4])([O-])[O-:2].[K+].[K+].Br[C:8]1[CH:16]=[CH:15][C:11]([C:12](O)=O)=[CH:10][CH:9]=1. (5) Given the product [C:29]([C:24]1[CH:25]=[CH:26][CH:27]=[CH:28][C:23]=1[C:20]1[CH:21]=[CH:22][C:17]([CH:15]([C:12]2[C:13](=[O:14])[N:8]([C@H:5]3[CH2:6][CH2:7][C@H:2]([O:1][CH2:39][C:40]([O:42][CH2:43][CH3:44])=[O:41])[CH2:3][CH2:4]3)[C:9]3[N:10]([N:34]=[CH:35][N:36]=3)[C:11]=2[CH2:31][CH2:32][CH3:33])[CH3:16])=[CH:18][CH:19]=1)#[N:30], predict the reactants needed to synthesize it. The reactants are: [OH:1][C@H:2]1[CH2:7][CH2:6][C@H:5]([N:8]2[C:13](=[O:14])[C:12]([CH:15]([C:17]3[CH:22]=[CH:21][C:20]([C:23]4[C:24]([C:29]#[N:30])=[CH:25][CH:26]=[CH:27][CH:28]=4)=[CH:19][CH:18]=3)[CH3:16])=[C:11]([CH2:31][CH2:32][CH3:33])[N:10]3[N:34]=[CH:35][N:36]=[C:9]23)[CH2:4][CH2:3]1.[N+](=[CH:39][C:40]([O:42][CH2:43][CH3:44])=[O:41])=[N-].O.